This data is from Reaction yield outcomes from USPTO patents with 853,638 reactions. The task is: Predict the reaction yield, written as a fraction of the theoretical maximum amount of product (1.0 means a 100% yield; for example, 0.34 means a 34% yield). (1) The reactants are [CH3:1][C:2]1[CH:36]=[CH:35][C:5]([CH2:6][N:7]2[C:12](=[N:13][C:14]3[CH:19]=[CH:18][C:17]([O:20][CH:21]([CH3:23])[CH3:22])=[C:16]([CH:24]=[CH2:25])[CH:15]=3)[NH:11][C:10](=[O:26])[N:9]([CH2:27][C@@H:28]([C:30]([O:32][CH3:33])=[O:31])[CH3:29])[C:8]2=[O:34])=[CH:4][CH:3]=1. The catalyst is CO. The product is [CH3:1][C:2]1[CH:3]=[CH:4][C:5]([CH2:6][N:7]2[C:12](=[N:13][C:14]3[CH:19]=[CH:18][C:17]([O:20][CH:21]([CH3:22])[CH3:23])=[C:16]([CH2:24][CH3:25])[CH:15]=3)[NH:11][C:10](=[O:26])[N:9]([CH2:27][C@@H:28]([C:30]([O:32][CH3:33])=[O:31])[CH3:29])[C:8]2=[O:34])=[CH:35][CH:36]=1. The yield is 0.940. (2) The reactants are [C:1]1([C:11]2[CH:16]=[CH:15][CH:14]=[CH:13][CH:12]=2)[CH:6]=[CH:5][CH:4]=[CH:3][C:2]=1[C:7](=[O:10])[CH2:8]O.[N:17]#[C:18][NH2:19]. The catalyst is CN(C)C=O. The product is [C:1]1([C:11]2[CH:16]=[CH:15][CH:14]=[CH:13][CH:12]=2)[CH:6]=[CH:5][CH:4]=[CH:3][C:2]=1[C:7]1[O:10][C:18]([NH2:19])=[N:17][CH:8]=1. The yield is 0.190. (3) The catalyst is C(Cl)Cl. The product is [CH:2]([N:5]1[CH:9]=[C:8]([C:10]2[N:15]=[C:14]([C:16]3[CH:17]=[N:18][N:19]([C:21]4([CH2:25][C:26]#[N:27])[CH2:22][N:23]([CH2:46][C:47]([F:50])([F:49])[F:48])[CH2:24]4)[CH:20]=3)[N:13]3[CH:28]=[CH:29][N:30]=[C:12]3[CH:11]=2)[CH:7]=[N:6]1)([CH3:4])[CH3:3]. The yield is 0.470. The reactants are Cl.[CH:2]([N:5]1[CH:9]=[C:8]([C:10]2[N:15]=[C:14]([C:16]3[CH:17]=[N:18][N:19]([C:21]4([CH2:25][C:26]#[N:27])[CH2:24][NH:23][CH2:22]4)[CH:20]=3)[N:13]3[CH:28]=[CH:29][N:30]=[C:12]3[CH:11]=2)[CH:7]=[N:6]1)([CH3:4])[CH3:3].C(#N)C.C(=O)([O-])[O-].[K+].[K+].FC(F)(F)S(O[CH2:46][C:47]([F:50])([F:49])[F:48])(=O)=O. (4) The reactants are O=C1[N:6]([S:7]([NH:10][C@@H:11]([CH2:22][C:23]2[O:24][C:25]([CH2:28][C:29]3[S:30][C:31]4[CH:37]=[C:36]([C:38]5[CH:43]=[CH:42][CH:41]=[CH:40][CH:39]=5)[CH:35]=[CH:34][C:32]=4[N:33]=3)=[N:26][N:27]=2)[C:12]([O:14][CH2:15][C:16]2[CH:21]=[CH:20][CH:19]=[CH:18][CH:17]=2)=[O:13])(=[O:9])=[O:8])[CH2:5][CH2:4]O1.[CH:44]1(N)CC1. The catalyst is C(#N)C. The product is [CH:5]1([NH:6][S:7]([NH:10][C@@H:11]([CH2:22][C:23]2[O:24][C:25]([CH2:28][C:29]3[S:30][C:31]4[CH:37]=[C:36]([C:38]5[CH:39]=[CH:40][CH:41]=[CH:42][CH:43]=5)[CH:35]=[CH:34][C:32]=4[N:33]=3)=[N:26][N:27]=2)[C:12]([O:14][CH2:15][C:16]2[CH:21]=[CH:20][CH:19]=[CH:18][CH:17]=2)=[O:13])(=[O:8])=[O:9])[CH2:4][CH2:44]1. The yield is 0.460. (5) The catalyst is C1(C)C=CC=CC=1.C1C=CC(/C=C/C(/C=C/C2C=CC=CC=2)=O)=CC=1.C1C=CC(/C=C/C(/C=C/C2C=CC=CC=2)=O)=CC=1.C1C=CC(/C=C/C(/C=C/C2C=CC=CC=2)=O)=CC=1.[Pd].[Pd]. The yield is 0.810. The product is [CH3:22][O:21][C:18]1[CH:19]=[CH:20][C:15]([N:4]2[CH2:5][CH2:6][N:1]([C:7]([O:9][C:10]([CH3:13])([CH3:12])[CH3:11])=[O:8])[CH2:2][CH2:3]2)=[CH:16][CH:17]=1. The reactants are [N:1]1([C:7]([O:9][C:10]([CH3:13])([CH3:12])[CH3:11])=[O:8])[CH2:6][CH2:5][NH:4][CH2:3][CH2:2]1.Br[C:15]1[CH:20]=[CH:19][C:18]([O:21][CH3:22])=[CH:17][CH:16]=1.CC(C1C=C(C(C)C)C(C2C=CC=CC=2P(C2CCCCC2)C2CCCCC2)=C(C(C)C)C=1)C.CC([O-])(C)C.[Na+]. (6) The reactants are C1C=CC(C2C=CC=CC=2)=CC=1.C1C=CC(OC2C=CC=CC=2)=CC=1.[OH:26][C:27]1[CH:28]=[C:29]([C:33]2[C:34]([C:51]3[CH:56]=[CH:55][N:54]=[CH:53][CH:52]=3)=[N:35][N:36]3[C:41]([CH:42]4[CH2:47][CH2:46][CH2:45][CH2:44][CH2:43]4)=[C:40](C(O)=O)[N:39]=[N:38][C:37]=23)[CH:30]=[CH:31][CH:32]=1. No catalyst specified. The product is [CH:42]1([C:41]2[N:36]3[N:35]=[C:34]([C:51]4[CH:56]=[CH:55][N:54]=[CH:53][CH:52]=4)[C:33]([C:29]4[CH:28]=[C:27]([OH:26])[CH:32]=[CH:31][CH:30]=4)=[C:37]3[N:38]=[N:39][CH:40]=2)[CH2:43][CH2:44][CH2:45][CH2:46][CH2:47]1. The yield is 0.220. (7) The reactants are C(O)(C(F)(F)F)=O.[OH:8][CH2:9][CH2:10][C:11]1[CH:16]=[CH:15][C:14]([O:17][C:18](=[O:27])[N:19]([CH3:26])[C:20]2[CH:25]=[CH:24][CH:23]=[CH:22][CH:21]=2)=[CH:13][CH:12]=1.Cl.O[N:30]1[CH:34]=[CH:33][N:32]=[CH:31]1. No catalyst specified. The product is [N:30]1([O:8][CH2:9][CH2:10][C:11]2[CH:12]=[CH:13][C:14]([O:17][C:18](=[O:27])[N:19]([CH3:26])[C:20]3[CH:21]=[CH:22][CH:23]=[CH:24][CH:25]=3)=[CH:15][CH:16]=2)[CH:34]=[CH:33][N:32]=[CH:31]1. The yield is 0.790. (8) The reactants are [CH2:1]([O:8][C:9]1[CH:14]=[CH:13][C:12]([C:15]2[CH:20]=[CH:19][C:18]([OH:21])=[CH:17][CH:16]=2)=[C:11]([N+:22]([O-])=O)[CH:10]=1)[C:2]1[CH:7]=[CH:6][CH:5]=[CH:4][CH:3]=1.P(OCC)(OCC)OCC. No catalyst specified. The product is [CH2:1]([O:8][C:9]1[CH:10]=[C:11]2[C:12]([C:15]3[CH:20]=[CH:19][C:18]([OH:21])=[CH:17][C:16]=3[NH:22]2)=[CH:13][CH:14]=1)[C:2]1[CH:7]=[CH:6][CH:5]=[CH:4][CH:3]=1. The yield is 0.500.